Dataset: Reaction yield outcomes from USPTO patents with 853,638 reactions. Task: Predict the reaction yield, written as a fraction of the theoretical maximum amount of product (1.0 means a 100% yield; for example, 0.34 means a 34% yield). (1) The reactants are ClCCl.[S:4]1[C:8]2[CH:9]=[CH:10][CH:11]=[CH:12][C:7]=2[N:6]=[C:5]1[C:13]([OH:15])=[O:14].[F:16][C:17]([F:25])=[C:18]([CH3:24])[CH2:19][CH2:20][CH2:21][CH2:22]O.CN(C1C=CC=CN=1)C. The catalyst is O. The product is [S:4]1[C:8]2[CH:9]=[CH:10][CH:11]=[CH:12][C:7]=2[N:6]=[C:5]1[C:13]([O:15][CH2:22][CH2:21][CH2:20][CH2:19][C:18]([CH3:24])=[C:17]([F:25])[F:16])=[O:14]. The yield is 0.430. (2) The yield is 0.400. The product is [I:27][C:3]1[C:4]2[C:5](=[N:6][CH:7]=[C:8]([C:10]3[CH:11]=[C:12]([CH:17]=[CH:18][CH:19]=3)[C:13]([O:15][CH3:16])=[O:14])[CH:9]=2)[NH:1][N:2]=1. The catalyst is ClC(Cl)C. The reactants are [NH:1]1[C:5]2=[N:6][CH:7]=[C:8]([C:10]3[CH:11]=[C:12]([CH:17]=[CH:18][CH:19]=3)[C:13]([O:15][CH3:16])=[O:14])[CH:9]=[C:4]2[CH:3]=[N:2]1.C1C(=O)N([I:27])C(=O)C1. (3) The reactants are Br[C:2]1[C:11]2[C:6](=[CH:7][CH:8]=[C:9]([OH:12])[CH:10]=2)[C:5](=[O:13])[N:4]([C:14]2[CH:19]=[CH:18][C:17]([OH:20])=[CH:16][CH:15]=2)[CH:3]=1.C(=O)([O-])[O-].[Cs+].[Cs+].[F:27][C:28]1[CH:29]=[C:30](B(O)O)[CH:31]=[C:32]([F:35])[C:33]=1[F:34]. The catalyst is C1C=CC([P]([Pd]([P](C2C=CC=CC=2)(C2C=CC=CC=2)C2C=CC=CC=2)([P](C2C=CC=CC=2)(C2C=CC=CC=2)C2C=CC=CC=2)[P](C2C=CC=CC=2)(C2C=CC=CC=2)C2C=CC=CC=2)(C2C=CC=CC=2)C2C=CC=CC=2)=CC=1. The product is [OH:12][C:9]1[CH:10]=[C:11]2[C:6](=[CH:7][CH:8]=1)[C:5](=[O:13])[N:4]([C:14]1[CH:19]=[CH:18][C:17]([OH:20])=[CH:16][CH:15]=1)[CH:3]=[C:2]2[C:30]1[CH:29]=[C:28]([F:27])[C:33]([F:34])=[C:32]([F:35])[CH:31]=1. The yield is 0.963. (4) The reactants are C(N(CC)CC)C.[O:8]1[CH:12]=[CH:11][CH:10]=[C:9]1[CH2:13][OH:14].[Br:15][CH:16]([CH3:20])[C:17](Br)=[O:18]. The catalyst is C(Cl)(Cl)Cl. The product is [Br:15][CH:16]([CH3:20])[C:17]([O:14][CH2:13][C:9]1[O:8][CH:12]=[CH:11][CH:10]=1)=[O:18]. The yield is 0.670. (5) The product is [C:29]([C:26]1[CH:25]=[N:24][C:23]([NH:22][C:2]2[CH:17]=[C:16]([NH:18][CH:19]([CH3:21])[CH3:20])[C:5]([C:6]([NH:8][CH2:9][C@@H:10]([F:15])[C:11]([OH:14])([CH3:13])[CH3:12])=[O:7])=[CH:4][N:3]=2)=[N:28][CH:27]=1)#[N:30]. The reactants are Cl[C:2]1[CH:17]=[C:16]([NH:18][CH:19]([CH3:21])[CH3:20])[C:5]([C:6]([NH:8][CH2:9][C@@H:10]([F:15])[C:11]([OH:14])([CH3:13])[CH3:12])=[O:7])=[CH:4][N:3]=1.[NH2:22][C:23]1[N:28]=[CH:27][C:26]([C:29]#[N:30])=[CH:25][N:24]=1.CC1(C)C2C(=C(P(C3C=CC=CC=3)C3C=CC=CC=3)C=CC=2)OC2C(P(C3C=CC=CC=3)C3C=CC=CC=3)=CC=CC1=2.C([O-])([O-])=O.[K+].[K+]. The catalyst is CC(N(C)C)=O.CC(C)=O.C1C=CC(/C=C/C(/C=C/C2C=CC=CC=2)=O)=CC=1.C1C=CC(/C=C/C(/C=C/C2C=CC=CC=2)=O)=CC=1.C1C=CC(/C=C/C(/C=C/C2C=CC=CC=2)=O)=CC=1.[Pd].[Pd]. The yield is 0.580. (6) The reactants are [OH:1][CH:2]([C:5]1[CH:14]=[CH:13][C:12]2[C:11](=[O:15])[CH2:10][CH2:9][CH2:8][C:7]=2[N:6]=1)[CH2:3][OH:4].CO[C:18](OC)([CH3:20])[CH3:19].[C@@]12(CS(O)(=O)=O)C(C)(C)C(CC1)CC2=O. The catalyst is CC(C)=O. The product is [CH3:19][C:18]1([CH3:20])[O:1][CH:2]([C:5]2[CH:14]=[CH:13][C:12]3[C:11](=[O:15])[CH2:10][CH2:9][CH2:8][C:7]=3[N:6]=2)[CH2:3][O:4]1. The yield is 0.680. (7) The reactants are C(=O)([O-])[O-].[Na+].[Na+].[F:7][C:8]1[CH:13]=[C:12](B(O)O)[CH:11]=[CH:10][N:9]=1.Cl[C:18]1[N:23]=[CH:22][N:21]=[C:20]([NH:24][CH:25]2[CH2:30][CH2:29][O:28][CH2:27][CH2:26]2)[CH:19]=1.O1CCOCC1.O. The catalyst is O.C1C=CC(P(C2C=CC=CC=2)[C-]2C=CC=C2)=CC=1.C1C=CC(P(C2C=CC=CC=2)[C-]2C=CC=C2)=CC=1.Cl[Pd]Cl.[Fe+2]. The product is [F:7][C:8]1[CH:13]=[C:12]([C:18]2[N:23]=[CH:22][N:21]=[C:20]([NH:24][CH:25]3[CH2:30][CH2:29][O:28][CH2:27][CH2:26]3)[CH:19]=2)[CH:11]=[CH:10][N:9]=1. The yield is 0.683.